Dataset: Forward reaction prediction with 1.9M reactions from USPTO patents (1976-2016). Task: Predict the product of the given reaction. Given the reactants [C:1]([O:5][C:6](=[O:16])[CH2:7][O:8][C@H:9]1[CH2:14][CH2:13][CH2:12][C@@H:11]([OH:15])[CH2:10]1)([CH3:4])([CH3:3])[CH3:2].Cl[C:18]1[C:19]2[C:26]([C:27]3[CH:32]=[CH:31][CH:30]=[CH:29][CH:28]=3)=[CH:25][O:24][C:20]=2[N:21]=[CH:22][N:23]=1, predict the reaction product. The product is: [C:1]([O:5][C:6](=[O:16])[CH2:7][O:8][C@H:9]1[CH2:14][CH2:13][CH2:12][C@@H:11]([O:15][C:18]2[C:19]3[C:26]([C:27]4[CH:32]=[CH:31][CH:30]=[CH:29][CH:28]=4)=[CH:25][O:24][C:20]=3[N:21]=[CH:22][N:23]=2)[CH2:10]1)([CH3:4])([CH3:2])[CH3:3].